From a dataset of Forward reaction prediction with 1.9M reactions from USPTO patents (1976-2016). Predict the product of the given reaction. Given the reactants [C:1]1(C(N)=O)[C:13]2[NH:12][C:11]3[C:6](=[CH:7][CH:8]=[CH:9][CH:10]=3)[C:5]=2[CH:4]=[CH:3][N:2]=1.Br[CH2:18][CH2:19][CH2:20][CH2:21][CH3:22].[C:23]([O-:26])([O-])=[O:24].[Cs+].[Cs+].C[N:30]([CH:32]=[O:33])C, predict the reaction product. The product is: [N:30]1([C:32]([C@H:3]2[N:2]([C:23]([O:26][C:5]([CH3:6])([CH3:13])[CH3:4])=[O:24])[CH2:1][C:13]3[NH:12][C:11]4[C:6]([C:5]=3[CH2:4]2)=[CH:7][CH:8]=[CH:9][CH:10]=4)=[O:33])[CH2:22][CH2:21][CH2:20][CH2:19][CH2:18]1.